From a dataset of Reaction yield outcomes from USPTO patents with 853,638 reactions. Predict the reaction yield, written as a fraction of the theoretical maximum amount of product (1.0 means a 100% yield; for example, 0.34 means a 34% yield). (1) The reactants are [CH3:1][O:2][C:3]1[N:4]=[C:5]2[C:10](=[CH:11][CH:12]=1)[N:9]=[CH:8][CH:7]=[C:6]2[N:13]1[CH:21]=[C:20]2[C:15]([CH2:16][CH2:17][CH:18]([NH2:22])[CH2:19]2)=[N:14]1.[C:23]1([CH2:29][CH2:30][CH:31]=O)[CH:28]=[CH:27][CH:26]=[CH:25][CH:24]=1.[BH-](OC(C)=O)(OC(C)=O)OC(C)=O.[Na+].O. The catalyst is ClC(Cl)C.C(O)(=O)C. The product is [CH3:1][O:2][C:3]1[N:4]=[C:5]2[C:10](=[CH:11][CH:12]=1)[N:9]=[CH:8][CH:7]=[C:6]2[N:13]1[CH:21]=[C:20]2[C:15]([CH2:16][CH2:17][CH:18]([NH:22][CH2:31][CH2:30][CH2:29][C:23]3[CH:28]=[CH:27][CH:26]=[CH:25][CH:24]=3)[CH2:19]2)=[N:14]1. The yield is 0.360. (2) The reactants are [I:1][C:2]1[NH:6][C:5]([C@@H:7]2[CH2:11][CH2:10][C@H:9]([CH3:12])[N:8]2[C:13]([O:15]C(C)(C)C)=O)=[N:4][CH:3]=1.Cl.[CH3:21][O:22][C:23]([NH:25][C@@H:26]([CH:30]([CH3:32])[CH3:31])C(O)=O)=O.[CH3:33]N(C(ON1N=NC2C=CC=NC1=2)=[N+](C)C)C.F[P-](F)(F)(F)(F)F.C(N(C(C)C)CC)(C)C. The catalyst is ClCCl. The product is [I:1][C:2]1[NH:6][C:5]([C@@H:7]2[CH2:11][CH2:10][C@H:9]([CH3:12])[N:8]2[C:13](=[O:15])[C@@H:26]([NH:25][C:23]([O:22][CH3:21])=[CH2:33])[CH:30]([CH3:32])[CH3:31])=[N:4][CH:3]=1. The yield is 0.940. (3) The reactants are C(OC(=O)[NH:7][CH2:8][CH:9]([S:17][CH2:18][C:19]1[CH:24]=[CH:23][CH:22]=[CH:21][CH:20]=1)[CH2:10][N:11]1[CH2:16][CH2:15][S:14][CH2:13][CH2:12]1)CCC.C(OCC)(=O)C.C(OCC)(=O)C.Cl. The catalyst is CO. The product is [CH2:18]([S:17][CH:9]([CH2:10][N:11]1[CH2:12][CH2:13][S:14][CH2:15][CH2:16]1)[CH2:8][NH2:7])[C:19]1[CH:24]=[CH:23][CH:22]=[CH:21][CH:20]=1. The yield is 0.910. (4) The catalyst is C(O)C. The reactants are C([O:3][C:4](=O)[CH2:5][O:6][C:7]1[C:12]([C:13]([F:16])([F:15])[F:14])=[CH:11][CH:10]=[CH:9][N:8]=1)C.O.[NH2:19][NH2:20]. The product is [F:14][C:13]([F:16])([F:15])[C:12]1[C:7]([O:6][CH2:5][C:4]([NH:19][NH2:20])=[O:3])=[N:8][CH:9]=[CH:10][CH:11]=1. The yield is 0.770.